This data is from Forward reaction prediction with 1.9M reactions from USPTO patents (1976-2016). The task is: Predict the product of the given reaction. Given the reactants [Br:1][C:2]1[C:3]([O:24][CH3:25])=[C:4]([C:9]([CH2:12][S:13]([C:16]2[CH:21]=[CH:20][C:19]([F:22])=[CH:18][C:17]=2Br)(=[O:15])=[O:14])=[CH:10][CH:11]=1)[C:5]([O:7][CH3:8])=[O:6].[CH2:26]([N:28]([CH2:45][CH3:46])[CH2:29]/[CH:30]=[CH:31]\[Sn](CCCC)(CCCC)CCCC)[CH3:27].[F-].[Cs+], predict the reaction product. The product is: [Br:1][C:2]1[C:3]([O:24][CH3:25])=[C:4]([C:9]([CH2:12][S:13]([C:16]2[CH:21]=[CH:20][C:19]([F:22])=[CH:18][C:17]=2/[CH:31]=[CH:30]\[CH2:29][N:28]([CH2:45][CH3:46])[CH2:26][CH3:27])(=[O:15])=[O:14])=[CH:10][CH:11]=1)[C:5]([O:7][CH3:8])=[O:6].